From a dataset of Catalyst prediction with 721,799 reactions and 888 catalyst types from USPTO. Predict which catalyst facilitates the given reaction. Reactant: [F:1][C:2]1[CH:3]=[CH:4][C:5]([CH3:11])=[C:6]([CH:10]=1)[C:7]([OH:9])=[O:8].[Br:12]N1C(=O)CCC1=O. Product: [Br:12][C:4]1[C:5]([CH3:11])=[C:6]([CH:10]=[C:2]([F:1])[CH:3]=1)[C:7]([OH:9])=[O:8]. The catalyst class is: 65.